Dataset: Full USPTO retrosynthesis dataset with 1.9M reactions from patents (1976-2016). Task: Predict the reactants needed to synthesize the given product. (1) Given the product [F:28][C:24]1[CH:23]=[C:22]([S:19]([C:16]2[CH:17]=[CH:18][C:13]([CH:10]3[CH2:11][CH2:12][NH:8][CH2:9]3)=[C:14]([CH:15]=2)[CH2:29][O:30][C:31](=[O:35])[N:32]([CH3:34])[CH3:33])(=[O:20])=[O:21])[CH:27]=[CH:26][CH:25]=1, predict the reactants needed to synthesize it. The reactants are: C(OC([N:8]1[CH2:12][CH2:11][CH:10]([C:13]2[CH:18]=[CH:17][C:16]([S:19]([C:22]3[CH:27]=[CH:26][CH:25]=[C:24]([F:28])[CH:23]=3)(=[O:21])=[O:20])=[CH:15][C:14]=2[CH2:29][O:30][C:31](=[O:35])[N:32]([CH3:34])[CH3:33])[CH2:9]1)=O)(C)(C)C.C(O)(C(F)(F)F)=O. (2) Given the product [C:19]([N:7]1[CH2:6][CH2:5][NH:4][C:3](=[O:8])[C:2]1([CH3:9])[CH3:1])(=[O:21])[CH3:20], predict the reactants needed to synthesize it. The reactants are: [CH3:1][C:2]1([CH3:9])[NH:7][CH2:6][CH2:5][NH:4][C:3]1=[O:8].C(N(CC)C(C)C)(C)C.[C:19](Cl)(=[O:21])[CH3:20]. (3) The reactants are: [CH3:1][C:2]1[C:11]2[C:6](=[CH:7][CH:8]=[CH:9][CH:10]=2)[C:5]([C:12]([O-:14])=[O:13])=[CH:4][CH:3]=1.Cl.[CH3:16]O. Given the product [CH3:1][C:2]1[C:11]2[C:6](=[CH:7][CH:8]=[CH:9][CH:10]=2)[C:5]([C:12]([O:14][CH3:16])=[O:13])=[CH:4][CH:3]=1, predict the reactants needed to synthesize it. (4) Given the product [C:8]([N:33]1[CH2:34][CH2:35][CH2:36][C@@H:31]([N:28]2[C:27](=[O:37])[N:26]([CH2:38][O:39][CH2:40][CH2:41][Si:42]([CH3:45])([CH3:44])[CH3:43])[C:25]3[C:29]2=[N:30][C:22]([C:19]2[N:17]4[CH:18]=[C:13]([F:12])[CH:14]=[CH:15][C:16]4=[N:21][CH:20]=2)=[N:23][CH:24]=3)[CH2:32]1)(=[O:10])[CH3:9], predict the reactants needed to synthesize it. The reactants are: C(N(CC)CC)C.[C:8](Cl)(=[O:10])[CH3:9].[F:12][C:13]1[CH:14]=[CH:15][C:16]2[N:17]([C:19]([C:22]3[N:30]=[C:29]4[C:25]([N:26]([CH2:38][O:39][CH2:40][CH2:41][Si:42]([CH3:45])([CH3:44])[CH3:43])[C:27](=[O:37])[N:28]4[C@@H:31]4[CH2:36][CH2:35][CH2:34][NH:33][CH2:32]4)=[CH:24][N:23]=3)=[CH:20][N:21]=2)[CH:18]=1. (5) Given the product [CH2:1]([O:8][CH2:9][CH2:10][N:11]1[C:19]2[C:18]([CH3:20])=[C:17]([CH3:21])[N:16]=[C:15]([NH2:34])[C:14]=2[N:13]=[C:12]1[CH3:29])[C:2]1[CH:7]=[CH:6][CH:5]=[CH:4][CH:3]=1, predict the reactants needed to synthesize it. The reactants are: [CH2:1]([O:8][CH2:9][CH2:10][N:11]1[C:19]2[C:18]([CH3:20])=[C:17]([CH3:21])[N:16]=[C:15](OC3C=CC=CC=3)[C:14]=2[N:13]=[C:12]1[CH3:29])[C:2]1[CH:7]=[CH:6][CH:5]=[CH:4][CH:3]=1.C([O-])(=O)C.[NH4+:34].[OH-].[K+]. (6) Given the product [C:52]([O:51][C:49]([N:23]1[C:22](=[O:44])[C:21]2([CH2:20][CH2:19][N:18]([S:15]([CH2:14][CH2:13][C:10]3[CH:11]=[CH:12][C:7]([C:6]([O:5][C:1]([CH3:4])([CH3:3])[CH3:2])=[O:48])=[CH:8][C:9]=3[CH3:47])(=[O:17])=[O:16])[CH2:46][CH2:45]2)[N:25]=[C:24]1[C:26]1[CH:31]=[C:30]([C:32]([F:35])([F:34])[F:33])[CH:29]=[C:28]([O:36][CH2:37][C:38]2[CH:43]=[CH:42][CH:41]=[CH:40][CH:39]=2)[CH:27]=1)=[O:50])([CH3:55])([CH3:54])[CH3:53], predict the reactants needed to synthesize it. The reactants are: [C:1]([O:5][C:6](=[O:48])[C:7]1[CH:12]=[CH:11][C:10]([CH2:13][CH2:14][S:15]([N:18]2[CH2:46][CH2:45][C:21]3([N:25]=[C:24]([C:26]4[CH:31]=[C:30]([C:32]([F:35])([F:34])[F:33])[CH:29]=[C:28]([O:36][CH2:37][C:38]5[CH:43]=[CH:42][CH:41]=[CH:40][CH:39]=5)[CH:27]=4)[NH:23][C:22]3=[O:44])[CH2:20][CH2:19]2)(=[O:17])=[O:16])=[C:9]([CH3:47])[CH:8]=1)([CH3:4])([CH3:3])[CH3:2].[C:49](O[C:49]([O:51][C:52]([CH3:55])([CH3:54])[CH3:53])=[O:50])([O:51][C:52]([CH3:55])([CH3:54])[CH3:53])=[O:50]. (7) Given the product [N+:2]([C:5]1[CH:6]=[CH:7][C:8]([C:9]2[N:10]3[CH:15]=[CH:14][CH:13]=[CH:12][C:11]3=[N:16][C:28]=2[C:27]([F:38])([F:37])[F:26])=[CH:17][CH:18]=1)([O-:4])=[O:3], predict the reactants needed to synthesize it. The reactants are: [Br-].[N+:2]([C:5]1[CH:18]=[CH:17][C:8]([CH2:9][N:10]2[CH:15]=[CH:14][CH:13]=[CH:12][C:11]2=[NH2+:16])=[CH:7][CH:6]=1)([O-:4])=[O:3].CN1CCCC1=O.[F:26][C:27]([F:38])([F:37])[C:28](O[C:28](=O)[C:27]([F:38])([F:37])[F:26])=O.C(N(CC)CC)C. (8) Given the product [Br:21][C:22]1[C:30]2[N:29]=[C:28]([N:18]3[CH2:17][CH2:16][N:15]([C:10]4[C:9]([Cl:8])=[CH:14][N:13]=[CH:12][N:11]=4)[CH2:20][CH2:19]3)[NH:27][C:26]=2[CH:25]=[C:24]([C:32]([F:35])([F:34])[F:33])[CH:23]=1, predict the reactants needed to synthesize it. The reactants are: FC(F)(F)C(O)=O.[Cl:8][C:9]1[C:10]([N:15]2[CH2:20][CH2:19][NH:18][CH2:17][CH2:16]2)=[N:11][CH:12]=[N:13][CH:14]=1.[Br:21][C:22]1[C:30]2[N:29]=[C:28](Cl)[NH:27][C:26]=2[CH:25]=[C:24]([C:32]([F:35])([F:34])[F:33])[CH:23]=1.C(N(CC)C(C)C)(C)C.